Task: Predict the reaction yield, written as a fraction of the theoretical maximum amount of product (1.0 means a 100% yield; for example, 0.34 means a 34% yield).. Dataset: Reaction yield outcomes from USPTO patents with 853,638 reactions (1) The reactants are [Cl:1][C:2]1[CH:7]=[CH:6][C:5]([C:8]2[N:12]([CH:13]([CH:23]3[CH2:28]C[CH2:26][CH2:25][CH2:24]3)[CH2:14]OCC3CCCCC3)[C:11]3[CH:29]=[C:30]([F:34])[C:31]([F:33])=[CH:32][C:10]=3[N:9]=2)=[CH:4][CH:3]=1.[OH:35][C:36]1[CH:45]=[CH:44][C:39]([C:40]([O:42][CH3:43])=[O:41])=[CH:38][N:37]=1.[C:46]1(P(C2C=CC=CC=2)C2C=CC=CC=2)C=CC=C[CH:47]=1.N(C(OC(C)(C)C)=O)=NC(OC(C)(C)C)=O. No catalyst specified. The product is [CH3:43][O:42][C:40](=[O:41])[C:39]1[CH:44]=[CH:45][C:36]([O:35][CH2:14][CH:13]([N:12]2[C:11]3[CH:29]=[C:30]([F:34])[C:31]([F:33])=[CH:32][C:10]=3[N:9]=[C:8]2[C:5]2[CH:4]=[CH:3][C:2]([Cl:1])=[CH:7][CH:6]=2)[CH:23]2[CH2:24][CH2:25][CH2:26][CH2:47][CH2:46][CH2:28]2)=[N:37][CH:38]=1. The yield is 0.780. (2) The reactants are [CH3:1][O:2][C:3](=[O:46])[NH:4][CH:5]([C:12]([N:14]1[CH2:18][CH2:17][CH2:16][CH:15]1[C:19]1[NH:20][C:21]([C:24]2[CH:29]=[CH:28][C:27]([C:30]3[CH:35]=[CH:34][C:33]([C:36]4[NH:37][C:38]([CH:41]5[CH2:45][CH2:44][CH2:43][NH:42]5)=[N:39][CH:40]=4)=[CH:32][CH:31]=3)=[CH:26][CH:25]=2)=[CH:22][N:23]=1)=[O:13])[CH2:6][CH2:7][C:8]([F:11])([F:10])[F:9].[F:47][C:48]([F:61])([F:60])[CH2:49][CH2:50][CH:51]([NH:55][C:56]([O:58][CH3:59])=[O:57])[C:52](O)=[O:53].CN(C(ON1N=NC2C=CC=NC1=2)=[N+](C)C)C.F[P-](F)(F)(F)(F)F.C(N(C(C)C)CC)(C)C. The yield is 0.230. The catalyst is CN(C)C=O. The product is [CH3:59][O:58][C:56](=[O:57])[NH:55][CH:51]([C:52]([N:42]1[CH2:43][CH2:44][CH2:45][CH:41]1[C:38]1[NH:37][C:36]([C:33]2[CH:34]=[CH:35][C:30]([C:27]3[CH:26]=[CH:25][C:24]([C:21]4[NH:20][C:19]([CH:15]5[CH2:16][CH2:17][CH2:18][N:14]5[C:12](=[O:13])[CH:5]([NH:4][C:3]([O:2][CH3:1])=[O:46])[CH2:6][CH2:7][C:8]([F:9])([F:11])[F:10])=[N:23][CH:22]=4)=[CH:29][CH:28]=3)=[CH:31][CH:32]=2)=[CH:40][N:39]=1)=[O:53])[CH2:50][CH2:49][C:48]([F:47])([F:61])[F:60]. (3) The reactants are [Cl:1][C:2]1[CH:3]=[N:4][C:5]2[C:10]([CH:11]=1)=[CH:9][C:8]([CH2:12][C:13]1[CH:14]=[C:15]([CH:19]=[CH:20][N:21]=1)[C:16]([OH:18])=O)=[CH:7][C:6]=2[S:22]([CH3:25])(=[O:24])=[O:23].Cl.[NH2:27][CH2:28][C:29]1[C:30]([CH3:37])=[CH:31][C:32]([NH2:36])=[N:33][C:34]=1[CH3:35].CCN=C=NCCCN(C)C.C1C=CC2N(O)N=NC=2C=1. The catalyst is CN(C=O)C.O. The product is [NH2:36][C:32]1[N:33]=[C:34]([CH3:35])[C:29]([CH2:28][NH:27][C:16](=[O:18])[C:15]2[CH:19]=[CH:20][N:21]=[C:13]([CH2:12][C:8]3[CH:9]=[C:10]4[C:5](=[C:6]([S:22]([CH3:25])(=[O:24])=[O:23])[CH:7]=3)[N:4]=[CH:3][C:2]([Cl:1])=[CH:11]4)[CH:14]=2)=[C:30]([CH3:37])[CH:31]=1. The yield is 0.370. (4) The reactants are [C:1]([C:3]1[CH:4]=[C:5]([CH2:13]O)[C:6]2[C:11]([CH:12]=1)=[CH:10][CH:9]=[CH:8][CH:7]=2)#[N:2].[Na+].[I-:16].C(OCC)(=O)C. The catalyst is C(#N)C. The product is [C:1]([C:3]1[CH:4]=[C:5]([CH2:13][I:16])[C:6]2[C:11]([CH:12]=1)=[CH:10][CH:9]=[CH:8][CH:7]=2)#[N:2]. The yield is 0.700. (5) The reactants are [C:1](=[O:47])([O-:46])[O:2][CH:3]([CH2:22][CH2:23][CH2:24][CH2:25][CH2:26][CH2:27][CH2:28]/[CH:29]=[CH:30]\[CH2:31][C@H:32]([OH:45])[CH2:33][CH2:34][CH2:35][CH2:36][CH2:37][CH2:38]CCCN(C)C)[CH2:4][CH2:5][CH2:6][CH2:7][CH2:8][CH2:9][CH2:10]/[CH:11]=[CH:12]\[CH2:13][C@H:14]([OH:21])[CH2:15][CH2:16][CH2:17][CH2:18][CH2:19][CH3:20].[N:48]1[CH:53]=[CH:52][CH:51]=C[CH:49]=1.[C:54](Cl)(=[O:60])[CH2:55][CH2:56][C:57](Cl)=[O:58].Cl[CH2:63]Cl. No catalyst specified. The product is [C:1](=[O:47])([O:46][CH2:51][CH2:52][CH2:53][N:48]([CH3:49])[CH3:63])[O:2][CH:3]1[CH2:4][CH2:5][CH2:6][CH2:7][CH2:8][CH2:9][CH2:10][CH:11]=[CH:12][CH2:13][C@@H:14]([CH2:15][CH2:16][CH2:17][CH2:18][CH2:19][CH3:20])[O:21][C:57](=[O:58])[CH2:56][CH2:55][C:54](=[O:60])[O:45][C@H:32]([CH2:33][CH2:34][CH2:35][CH2:36][CH2:37][CH3:38])[CH2:31][CH:30]=[CH:29][CH2:28][CH2:27][CH2:26][CH2:25][CH2:24][CH2:23][CH2:22]1. The yield is 0.0100. (6) The reactants are S(Cl)([Cl:3])=O.[Cl:5][C:6]1[CH:7]=[CH:8][C:9]([O:27][CH3:28])=[C:10]([C:12]2(O)[C:20]3[C:15](=[CH:16][C:17]([C:21]([F:24])([F:23])[F:22])=[CH:18][CH:19]=3)[NH:14][C:13]2=[O:25])[CH:11]=1.C(N(CC)CC)C. The catalyst is ClCCl. The product is [Cl:5][C:6]1[CH:7]=[CH:8][C:9]([O:27][CH3:28])=[C:10]([C:12]2([Cl:3])[C:20]3[C:15](=[CH:16][C:17]([C:21]([F:24])([F:23])[F:22])=[CH:18][CH:19]=3)[NH:14][C:13]2=[O:25])[CH:11]=1. The yield is 0.620. (7) The reactants are [CH3:1][C:2]1[S:6][C:5]([CH2:7][C:8]2[S:12][C:11]([CH:13]=[O:14])=[CH:10][CH:9]=2)=[CH:4][CH:3]=1.[H-].[Al+3].[Li+].[H-].[H-].[H-].O.C(OCC)(=O)C. The catalyst is O1CCCC1. The product is [CH3:1][C:2]1[S:6][C:5]([CH2:7][C:8]2[S:12][C:11]([CH2:13][OH:14])=[CH:10][CH:9]=2)=[CH:4][CH:3]=1. The yield is 0.803. (8) The reactants are [C:1]([C:5]1[CH:9]=[C:8]([NH:10][C:11](=[O:36])[NH:12][C:13]2[C:22]3[C:17](=[CH:18][CH:19]=[CH:20][CH:21]=3)[C:16]([O:23][CH2:24][C:25]3[CH:30]=[CH:29][N:28]=[C:27]([NH:31][C:32](=[O:35])[CH2:33]Cl)[CH:26]=3)=[CH:15][CH:14]=2)[N:7]([C:37]2[CH:42]=[CH:41][C:40]([CH3:43])=[CH:39][CH:38]=2)[N:6]=1)([CH3:4])([CH3:3])[CH3:2].CCN(C(C)C)C(C)C.[CH3:53][O:54][C:55]1[CH:63]=[CH:62][C:58]([CH2:59][NH:60][CH3:61])=[CH:57][CH:56]=1. The catalyst is C(Cl)Cl.CN(C=O)C. The product is [C:1]([C:5]1[CH:9]=[C:8]([NH:10][C:11](=[O:36])[NH:12][C:13]2[C:22]3[C:17](=[CH:18][CH:19]=[CH:20][CH:21]=3)[C:16]([O:23][CH2:24][C:25]3[CH:30]=[CH:29][N:28]=[C:27]([NH:31][C:32](=[O:35])[CH2:33][N:60]([CH2:59][C:58]4[CH:62]=[CH:63][C:55]([O:54][CH3:53])=[CH:56][CH:57]=4)[CH3:61])[CH:26]=3)=[CH:15][CH:14]=2)[N:7]([C:37]2[CH:42]=[CH:41][C:40]([CH3:43])=[CH:39][CH:38]=2)[N:6]=1)([CH3:4])([CH3:3])[CH3:2]. The yield is 0.110. (9) The reactants are [Cl:1][C:2]1[CH:29]=[CH:28][CH:27]=[CH:26][C:3]=1[C:4]([C:6]1[CH:7]=[N:8][N:9]2[C:14]([N:15](C)[C:16]3C=CC=CC=3)=[N:13][C:12]([CH2:23][CH2:24][CH3:25])=[N:11][C:10]=12)=[O:5].CN. The catalyst is C(O)C. The product is [Cl:1][C:2]1[CH:29]=[CH:28][CH:27]=[CH:26][C:3]=1[C:4]([C:6]1[CH:7]=[N:8][N:9]2[C:14]([NH:15][CH3:16])=[N:13][C:12]([CH2:23][CH2:24][CH3:25])=[N:11][C:10]=12)=[O:5]. The yield is 0.660. (10) The reactants are [N+:1]([C:4]1[CH:9]=[CH:8][C:7]([CH2:10][CH2:11][CH2:12][N:13]2[CH2:18][CH2:17][N:16]([C:19]3[C:23]4[CH:24]=[CH:25][CH:26]=[CH:27][C:22]=4[S:21][N:20]=3)[CH2:15][CH2:14]2)=[CH:6][CH:5]=1)([O-])=O.C1COCC1. The catalyst is [Ni].C(N(CC)CC)C. The product is [S:21]1[C:22]2[CH:27]=[CH:26][CH:25]=[CH:24][C:23]=2[C:19]([N:16]2[CH2:15][CH2:14][N:13]([CH2:12][CH2:11][CH2:10][C:7]3[CH:6]=[CH:5][C:4]([NH2:1])=[CH:9][CH:8]=3)[CH2:18][CH2:17]2)=[N:20]1. The yield is 1.00.